Predict the product of the given reaction. From a dataset of Forward reaction prediction with 1.9M reactions from USPTO patents (1976-2016). Given the reactants Br[C:2]1[N:3]=[CH:4][N:5]([CH3:7])[CH:6]=1.[N:8]1([C:14]2[CH:19]=[CH:18][C:17]([NH:20][C:21]3[N:26]=[CH:25][C:24]4=[CH:27][CH:28]=[C:29](B5OC(C)(C)C(C)(C)O5)[N:23]4[N:22]=3)=[CH:16][CH:15]=2)[CH2:13][CH2:12][O:11][CH2:10][CH2:9]1, predict the reaction product. The product is: [CH3:7][N:5]1[CH:6]=[C:2]([C:29]2[N:23]3[C:24]([CH:25]=[N:26][C:21]([NH:20][C:17]4[CH:18]=[CH:19][C:14]([N:8]5[CH2:13][CH2:12][O:11][CH2:10][CH2:9]5)=[CH:15][CH:16]=4)=[N:22]3)=[CH:27][CH:28]=2)[N:3]=[CH:4]1.